From a dataset of Reaction yield outcomes from USPTO patents with 853,638 reactions. Predict the reaction yield, written as a fraction of the theoretical maximum amount of product (1.0 means a 100% yield; for example, 0.34 means a 34% yield). (1) The reactants are [OH:1][C:2]1[CH:7]=[CH:6][N:5]([CH2:8][CH2:9][C:10]([CH3:20])([S:16]([CH3:19])(=[O:18])=[O:17])[C:11]([O:13]CC)=[O:12])[C:4](=[O:21])[CH:3]=1.[CH:22]1([CH2:28][CH2:29][CH2:30]O)[CH2:27][CH2:26][CH2:25][CH2:24][CH2:23]1.C1(P(C2C=CC=CC=2)C2C=CC=CC=2)C=CC=CC=1.CC(OC(/N=N/C(OC(C)C)=O)=O)C.[Li+].[OH-]. The catalyst is C(OCC)(=O)C.O.C1COCC1. The product is [CH:22]1([CH2:28][CH2:29][CH2:30][O:1][C:2]2[CH:7]=[CH:6][N:5]([CH2:8][CH2:9][C:10]([CH3:20])([S:16]([CH3:19])(=[O:17])=[O:18])[C:11]([OH:13])=[O:12])[C:4](=[O:21])[CH:3]=2)[CH2:27][CH2:26][CH2:25][CH2:24][CH2:23]1. The yield is 0.510. (2) The reactants are [CH3:1][C:2]([CH3:7])([CH3:6])[CH:3]1[O:5][CH2:4]1.[OH:8][N:9]1[C:13](=[O:14])[C:12]2=[CH:15][CH:16]=[CH:17][CH:18]=[C:11]2[C:10]1=[O:19].C(N(CC)CC)C. The catalyst is CN(C=O)C.C(OCC)(=O)C. The product is [OH:5][CH:3]([C:2]([CH3:7])([CH3:6])[CH3:1])[CH2:4][O:8][N:9]1[C:13](=[O:14])[C:12]2[C:11](=[CH:18][CH:17]=[CH:16][CH:15]=2)[C:10]1=[O:19]. The yield is 0.140. (3) The reactants are [CH3:1][O:2][C:3]1[CH:24]=[CH:23][C:6]([CH2:7][N:8]2[C:12]3[NH:13][CH:14]=[C:15]([C:18]([O:20][CH2:21][CH3:22])=[O:19])[C:16](=O)[C:11]=3[CH:10]=[N:9]2)=[CH:5][CH:4]=1.O=P(Cl)(Cl)[Cl:27]. The catalyst is ClCCCl. The product is [Cl:27][C:16]1[C:15]([C:18]([O:20][CH2:21][CH3:22])=[O:19])=[CH:14][N:13]=[C:12]2[N:8]([CH2:7][C:6]3[CH:23]=[CH:24][C:3]([O:2][CH3:1])=[CH:4][CH:5]=3)[N:9]=[CH:10][C:11]=12. The yield is 0.950.